Predict the reactants needed to synthesize the given product. From a dataset of Full USPTO retrosynthesis dataset with 1.9M reactions from patents (1976-2016). (1) The reactants are: [Cl:1][C:2]1[C:7]([N+:8]([O-:10])=[O:9])=[CH:6][CH:5]=[CH:4][C:3]=1[S:11](Cl)(=[O:13])=[O:12].[CH3:15][NH:16][CH3:17].C(N(CC)CC)C. Given the product [Cl:1][C:2]1[C:7]([N+:8]([O-:10])=[O:9])=[CH:6][CH:5]=[CH:4][C:3]=1[S:11]([N:16]([CH3:17])[CH3:15])(=[O:13])=[O:12], predict the reactants needed to synthesize it. (2) Given the product [OH:26][CH2:25][C:27]1[CH:28]=[C:29]([CH:33]=[C:34]([S:36]([F:41])([F:37])([F:38])([F:39])[F:40])[CH:35]=1)[C:30]([OH:32])=[O:31], predict the reactants needed to synthesize it. The reactants are: Cl.OC1CNC1.C(O[BH-](OC(=O)C)OC(=O)C)(=O)C.[Na+].C(O)(=O)C.[CH:25]([C:27]1[CH:28]=[C:29]([CH:33]=[C:34]([S:36]([F:41])([F:40])([F:39])([F:38])[F:37])[CH:35]=1)[C:30]([OH:32])=[O:31])=[O:26].